Task: Predict the reactants needed to synthesize the given product.. Dataset: Full USPTO retrosynthesis dataset with 1.9M reactions from patents (1976-2016) (1) Given the product [Si:1]([O:8][CH:9]1[CH2:14][CH2:13][CH2:12][CH:11]([N:15]([CH2:25][C:26]2[CH:31]=[CH:30][CH:29]=[CH:28][CH:27]=2)[C:16]2[CH:23]=[CH:22][C:19]([C:20]#[N:21])=[C:18]([Cl:24])[CH:17]=2)[CH2:10]1)([C:4]([CH3:7])([CH3:6])[CH3:5])([CH3:3])[CH3:2], predict the reactants needed to synthesize it. The reactants are: [Si:1]([O:8][CH:9]1[CH2:14][CH2:13][CH2:12][CH:11]([NH:15][C:16]2[CH:23]=[CH:22][C:19]([C:20]#[N:21])=[C:18]([Cl:24])[CH:17]=2)[CH2:10]1)([C:4]([CH3:7])([CH3:6])[CH3:5])([CH3:3])[CH3:2].[CH2:25](Br)[C:26]1[CH:31]=[CH:30][CH:29]=[CH:28][CH:27]=1. (2) Given the product [NH2:7][C@H:8]1[CH2:12][CH2:11][N:10]([CH2:13][CH2:14][C@@H:15]2[CH2:19][S:18][C:17]([C:20]3[NH:21][C:22]4[C:27]([CH:28]=3)=[CH:26][C:25]([Cl:29])=[CH:24][C:23]=4[NH:30][CH:31]3[CH2:36][CH2:35][O:34][CH2:33][CH2:32]3)=[N:16]2)[CH2:9]1, predict the reactants needed to synthesize it. The reactants are: C(OC(=O)[NH:7][C@H:8]1[CH2:12][CH2:11][N:10]([CH2:13][CH2:14][C@@H:15]2[CH2:19][S:18][C:17]([C:20]3[NH:21][C:22]4[C:27]([CH:28]=3)=[CH:26][C:25]([Cl:29])=[CH:24][C:23]=4[NH:30][CH:31]3[CH2:36][CH2:35][O:34][CH2:33][CH2:32]3)=[N:16]2)[CH2:9]1)(C)(C)C.O1CCOCC1.Cl. (3) Given the product [NH2:32][C:5]([CH2:8][N:9]1[C:17]2[C:12](=[CH:13][C:14]([CH2:18][CH2:19][C:20]3[CH:25]=[C:24]([O:26][CH3:27])[C:23]([O:28][CH3:29])=[C:22]([O:30][CH3:31])[CH:21]=3)=[CH:15][CH:16]=2)[CH2:11][CH2:10]1)([CH2:4][OH:3])[CH2:6][OH:7], predict the reactants needed to synthesize it. The reactants are: CC1(C)[O:7][CH2:6][C:5]([NH:32]C(=O)OC(C)(C)C)([CH2:8][N:9]2[C:17]3[C:12](=[CH:13][C:14]([CH2:18][CH2:19][C:20]4[CH:25]=[C:24]([O:26][CH3:27])[C:23]([O:28][CH3:29])=[C:22]([O:30][CH3:31])[CH:21]=4)=[CH:15][CH:16]=3)[CH2:11][CH2:10]2)[CH2:4][O:3]1.CC1(C)OCC(NC(=O)OC(C)(C)C)(CNC2C=CC(CCCCCCCC)=CC=2)CO1. (4) The reactants are: [N:1]1[CH:6]=[CH:5][CH:4]=[CH:3][C:2]=1[C:7]([OH:9])=O.CN(C(ON1N=NC2C=CC=NC1=2)=[N+](C)C)C.F[P-](F)(F)(F)(F)F.CCN(C(C)C)C(C)C.Cl.[CH2:44]([O:51][C:52](=[O:71])[NH:53][CH2:54][CH2:55][CH2:56][CH2:57][C@H:58]([NH2:70])[C:59]([C:61]1[S:62][C:63]2[CH:69]=[CH:68][CH:67]=[CH:66][C:64]=2[N:65]=1)=[O:60])[C:45]1[CH:50]=[CH:49][CH:48]=[CH:47][CH:46]=1. Given the product [CH2:44]([O:51][C:52](=[O:71])[NH:53][CH2:54][CH2:55][CH2:56][CH2:57][C@H:58]([NH:70][C:7]([C:2]1[CH:3]=[CH:4][CH:5]=[CH:6][N:1]=1)=[O:9])[C:59]([C:61]1[S:62][C:63]2[CH:69]=[CH:68][CH:67]=[CH:66][C:64]=2[N:65]=1)=[O:60])[C:45]1[CH:50]=[CH:49][CH:48]=[CH:47][CH:46]=1, predict the reactants needed to synthesize it. (5) Given the product [CH:1]1([O:4][C:5]2[CH:6]=[C:7]([C:15]3[NH:32][C:18]4[CH:19]=[N:20][N:21]([CH2:24][O:25][CH2:26][CH2:27][Si:28]([CH3:31])([CH3:30])[CH3:29])[C:22](=[O:23])[C:17]=4[C:16]=3[CH2:41][O:42][CH:43]([CH2:46][CH3:47])[CH2:44][CH3:45])[CH:8]=[CH:9][C:10]=2[O:11][CH:12]([F:14])[F:13])[CH2:3][CH2:2]1, predict the reactants needed to synthesize it. The reactants are: [CH:1]1([O:4][C:5]2[CH:6]=[C:7]([C:15]3[N:32](COCC[Si](C)(C)C)[C:18]4[CH:19]=[N:20][N:21]([CH2:24][O:25][CH2:26][CH2:27][Si:28]([CH3:31])([CH3:30])[CH3:29])[C:22](=[O:23])[C:17]=4[C:16]=3[CH2:41][O:42][CH:43]([CH2:46][CH3:47])[CH2:44][CH3:45])[CH:8]=[CH:9][C:10]=2[O:11][CH:12]([F:14])[F:13])[CH2:3][CH2:2]1.C1(OC2C=C(C3N(COCC[Si](C)(C)C)C4C=NN(COCC[Si](C)(C)C)C(=O)C=4C=3C)C=CC=2OC(F)F)CC1. (6) Given the product [CH3:37][C:32]1[C:31]([CH:2]([NH:42][CH2:41][CH2:40][O:39][CH3:38])[C:3]2[O:4][C:5]3[CH:11]=[CH:10][C:9]([CH2:12][C:13]([NH:15][CH:16]([C:23]4[CH:28]=[CH:27][C:26]([CH3:29])=[CH:25][C:24]=4[CH3:30])[C:17]4[CH:18]=[CH:19][CH:20]=[CH:21][CH:22]=4)=[O:14])=[CH:8][C:6]=3[CH:7]=2)=[C:35]([CH3:36])[O:34][N:33]=1, predict the reactants needed to synthesize it. The reactants are: Cl[CH:2]([C:31]1[C:32]([CH3:37])=[N:33][O:34][C:35]=1[CH3:36])[C:3]1[O:4][C:5]2[CH:11]=[CH:10][C:9]([CH2:12][C:13]([NH:15][CH:16]([C:23]3[CH:28]=[CH:27][C:26]([CH3:29])=[CH:25][C:24]=3[CH3:30])[C:17]3[CH:22]=[CH:21][CH:20]=[CH:19][CH:18]=3)=[O:14])=[CH:8][C:6]=2[CH:7]=1.[CH3:38][O:39][CH2:40][CH2:41][NH2:42]. (7) Given the product [Cl:15][C:16]1[CH:23]=[C:22]([Cl:24])[CH:21]=[CH:20][C:17]=1[CH2:18][C:9]1[C:8]2[C:12](=[CH:13][C:5]([C:3]([O:2][CH3:1])=[O:4])=[CH:6][CH:7]=2)[NH:11][C:10]=1[CH3:14], predict the reactants needed to synthesize it. The reactants are: [CH3:1][O:2][C:3]([C:5]1[CH:13]=[C:12]2[C:8]([CH:9]=[C:10]([CH3:14])[NH:11]2)=[CH:7][CH:6]=1)=[O:4].[Cl:15][C:16]1[CH:23]=[C:22]([Cl:24])[CH:21]=[CH:20][C:17]=1[CH2:18]Cl. (8) Given the product [Br:38][C:3]1[CH:8]=[CH:7][C:6]([C:9]2[CH:14]=[C:13]([C:15]([F:17])([F:18])[F:16])[N:12]3[N:19]=[CH:20][C:21]([C:22]([O:24][CH2:25][CH3:26])=[O:23])=[C:11]3[N:10]=2)=[CH:5][CH:4]=1, predict the reactants needed to synthesize it. The reactants are: C([C:3]1[CH:8]=[CH:7][C:6]([C:9]2[CH:14]=[C:13]([C:15]([F:18])([F:17])[F:16])[N:12]3[N:19]=[CH:20][C:21]([C:22]([O:24][CH2:25][CH3:26])=[O:23])=[C:11]3[N:10]=2)=[CH:5][CH:4]=1)C.NC1C(C(OCC)=O)=CNN=1.[Br:38]C1C=CC(C(=O)CC(=O)C(F)(F)F)=CC=1. (9) Given the product [N:1]1(/[C:10](/[C:17]2[CH:22]=[CH:21][C:20]([CH2:23][CH3:24])=[CH:19][CH:18]=2)=[CH:11]/[C:12]([OH:14])=[O:13])[C:5]2[CH:6]=[CH:7][CH:8]=[CH:9][C:4]=2[N:3]=[CH:2]1, predict the reactants needed to synthesize it. The reactants are: [N:1]1(/[C:10](/[C:17]2[CH:22]=[CH:21][C:20]([CH2:23][CH3:24])=[CH:19][CH:18]=2)=[CH:11]/[C:12]([O:14]CC)=[O:13])[C:5]2[CH:6]=[CH:7][CH:8]=[CH:9][C:4]=2[N:3]=[CH:2]1.